This data is from Catalyst prediction with 721,799 reactions and 888 catalyst types from USPTO. The task is: Predict which catalyst facilitates the given reaction. (1) Reactant: [Cl:1][C:2]1[CH:3]=[C:4]([OH:13])[C:5]([CH3:12])=[C:6]([CH:11]=1)[C:7]([O:9][CH3:10])=[O:8].C(=O)([O-])[O-].[Cs+].[Cs+].I[CH:21]1[CH2:25][CH2:24][CH2:23][CH2:22]1.CCOC(C)=O. Product: [Cl:1][C:2]1[CH:3]=[C:4]([O:13][CH:21]2[CH2:25][CH2:24][CH2:23][CH2:22]2)[C:5]([CH3:12])=[C:6]([CH:11]=1)[C:7]([O:9][CH3:10])=[O:8]. The catalyst class is: 9. (2) Reactant: [NH2:1][C:2]1[CH:3]=[C:4]([CH:23]=[CH:24][CH:25]=1)[O:5][C:6]1[CH:20]=[CH:19][C:9]2[N:10]=[C:11]([NH:13][C:14]([CH:16]3[CH2:18][CH2:17]3)=[O:15])[S:12][C:8]=2[C:7]=1[C:21]#[N:22].[N:26]([C:29]1[CH:34]=[CH:33][C:32]([C:35]([F:38])([F:37])[F:36])=[CH:31][CH:30]=1)=[C:27]=[O:28]. Product: [C:21]([C:7]1[C:8]2[S:12][C:11]([NH:13][C:14]([CH:16]3[CH2:18][CH2:17]3)=[O:15])=[N:10][C:9]=2[CH:19]=[CH:20][C:6]=1[O:5][C:4]1[CH:23]=[CH:24][CH:25]=[C:2]([NH:1][C:27](=[O:28])[NH:26][C:29]2[CH:34]=[CH:33][C:32]([C:35]([F:36])([F:38])[F:37])=[CH:31][CH:30]=2)[CH:3]=1)#[N:22]. The catalyst class is: 42. (3) Reactant: [Si]([O:8][N:9]=[C:10]1[C:18]2[C:13](=[CH:14][C:15]([C:19]([C:21]3[C:29]4[C:24](=[CH:25][N:26]=[CH:27][CH:28]=4)[S:23][C:22]=3[NH:30][CH2:31][CH3:32])=[O:20])=[CH:16][CH:17]=2)[CH2:12][CH2:11]1)(C(C)(C)C)(C)C.CCCC[N+](CCCC)(CCCC)CCCC.[F-]. Product: [CH2:31]([NH:30][C:22]1[S:23][C:24]2=[CH:25][N:26]=[CH:27][CH:28]=[C:29]2[C:21]=1[C:19]([C:15]1[CH:14]=[C:13]2[C:18](=[CH:17][CH:16]=1)[C:10](=[N:9][OH:8])[CH2:11][CH2:12]2)=[O:20])[CH3:32]. The catalyst class is: 1.